Dataset: Reaction yield outcomes from USPTO patents with 853,638 reactions. Task: Predict the reaction yield, written as a fraction of the theoretical maximum amount of product (1.0 means a 100% yield; for example, 0.34 means a 34% yield). (1) The reactants are [NH2:1][C:2]1[C:3]([C:9]([O:11]C)=[O:10])=[N:4][C:5]([Br:8])=[CH:6][N:7]=1.[OH-].[Li+].Cl. The catalyst is CO.O. The product is [NH2:1][C:2]1[C:3]([C:9]([OH:11])=[O:10])=[N:4][C:5]([Br:8])=[CH:6][N:7]=1. The yield is 0.780. (2) The reactants are [O:1]=[C:2]1[C:10]2[CH:9]=[CH:8][CH:7]=[C:6]([C:11]#[N:12])[C:5]=2[CH2:4][CH2:3]1.[BH4-].[Na+]. The catalyst is CCO. The product is [OH:1][CH:2]1[C:10]2[CH:9]=[CH:8][CH:7]=[C:6]([C:11]#[N:12])[C:5]=2[CH2:4][CH2:3]1. The yield is 0.823.